Dataset: Forward reaction prediction with 1.9M reactions from USPTO patents (1976-2016). Task: Predict the product of the given reaction. (1) The product is: [OH:59][C:52]1[C:51]([CH2:50][NH:49][C:13](=[O:15])[C:12]2[CH:11]=[CH:10][C:9]([CH:7]([C:1]3[CH:2]=[CH:3][CH:4]=[CH:5][CH:6]=3)[CH3:8])=[CH:17][CH:16]=2)=[C:56]([CH3:57])[CH:55]=[C:54]([CH3:58])[N:53]=1. Given the reactants [C:1]1([CH:7]([C:9]2[CH:17]=[CH:16][C:12]([C:13]([OH:15])=O)=[CH:11][CH:10]=2)[CH3:8])[CH:6]=[CH:5][CH:4]=[CH:3][CH:2]=1.F[P-](F)(F)(F)(F)F.N1(OC(N(C)C)=[N+](C)C)C2N=CC=CC=2N=N1.C(N(CC)CC)C.[NH2:49][CH2:50][C:51]1[C:52]([OH:59])=[N:53][C:54]([CH3:58])=[CH:55][C:56]=1[CH3:57], predict the reaction product. (2) The product is: [Cl:30][C:26]1[CH:27]=[C:28]2[C:23](=[CH:24][CH:25]=1)[NH:22][C:21](=[O:31])[C:20]([C@@H:18]([NH:17][C:2]1[N:7]=[C:6]([CH2:8][N:9]3[CH2:13][CH2:12][CH2:11][S:10]3(=[O:15])=[O:14])[CH:5]=[CH:4][N:3]=1)[CH3:19])=[CH:29]2. Given the reactants Cl[C:2]1[N:7]=[C:6]([CH2:8][N:9]2[CH2:13][CH2:12][CH2:11][S:10]2(=[O:15])=[O:14])[CH:5]=[CH:4][N:3]=1.Cl.[NH2:17][C@H:18]([C:20]1[C:21](=[O:31])[NH:22][C:23]2[C:28]([CH:29]=1)=[CH:27][C:26]([Cl:30])=[CH:25][CH:24]=2)[CH3:19].CCN(C(C)C)C(C)C.O, predict the reaction product. (3) Given the reactants Cl.[Br:2][C:3]1[CH:4]=[C:5]([C:9]([NH:11][CH:12]2[CH2:17][CH2:16][NH:15][CH2:14][CH2:13]2)=[O:10])[NH:6][C:7]=1[CH3:8].Br[C:19]1[S:20][CH:21]=[CH:22][N:23]=1, predict the reaction product. The product is: [Br:2][C:3]1[CH:4]=[C:5]([C:9]([NH:11][CH:12]2[CH2:13][CH2:14][N:15]([C:19]3[S:20][CH:21]=[CH:22][N:23]=3)[CH2:16][CH2:17]2)=[O:10])[NH:6][C:7]=1[CH3:8]. (4) Given the reactants [CH3:1][N:2]([CH3:19])[CH2:3][CH2:4][N:5]1[C:14]2[C:9](=[CH:10][C:11]([N+:15]([O-:17])=[O:16])=[CH:12][CH:13]=2)[CH2:8][CH2:7][C:6]1=O.B, predict the reaction product. The product is: [CH3:1][N:2]([CH3:19])[CH2:3][CH2:4][N:5]1[C:14]2[C:9](=[CH:10][C:11]([N+:15]([O-:17])=[O:16])=[CH:12][CH:13]=2)[CH2:8][CH2:7][CH2:6]1.